The task is: Predict the reactants needed to synthesize the given product.. This data is from Full USPTO retrosynthesis dataset with 1.9M reactions from patents (1976-2016). Given the product [F:20][C:8]([F:7])([F:19])[C:9]1[S:10][C:11]([CH2:14][OH:15])=[CH:12][N:13]=1, predict the reactants needed to synthesize it. The reactants are: [H-].[Al+3].[Li+].[H-].[H-].[H-].[F:7][C:8]([F:20])([F:19])[C:9]1[S:10][C:11]([C:14](OCC)=[O:15])=[CH:12][N:13]=1.O.[OH-].[Na+].